Predict the reaction yield, written as a fraction of the theoretical maximum amount of product (1.0 means a 100% yield; for example, 0.34 means a 34% yield). From a dataset of Reaction yield outcomes from USPTO patents with 853,638 reactions. (1) The catalyst is ClCCl. The yield is 1.00. The product is [F:17][C:18]([F:29])([F:28])[C:19]([N:3]1[CH2:8][CH2:7][C:6](=[O:9])[CH2:5][CH2:4]1)=[O:20]. The reactants are O.Cl.[NH:3]1[CH2:8][CH2:7][C:6](=[O:9])[CH2:5][CH2:4]1.C(N(CC)CC)C.[F:17][C:18]([F:29])([F:28])[C:19](O[C:19](=[O:20])[C:18]([F:29])([F:28])[F:17])=[O:20].O. (2) The reactants are [C:1]([O:5][C:6]([N:8]1[CH2:13][CH2:12][C:11](=[CH:14][C:15]2[CH:20]=[CH:19][C:18]([O:21][CH3:22])=[C:17]([F:23])[CH:16]=2)[CH2:10][CH2:9]1)=[O:7])([CH3:4])([CH3:3])[CH3:2].[H][H]. The catalyst is CO.[Pd]. The product is [C:1]([O:5][C:6]([N:8]1[CH2:9][CH2:10][CH:11]([CH2:14][C:15]2[CH:20]=[CH:19][C:18]([O:21][CH3:22])=[C:17]([F:23])[CH:16]=2)[CH2:12][CH2:13]1)=[O:7])([CH3:3])([CH3:4])[CH3:2]. The yield is 0.990.